This data is from NCI-60 drug combinations with 297,098 pairs across 59 cell lines. The task is: Regression. Given two drug SMILES strings and cell line genomic features, predict the synergy score measuring deviation from expected non-interaction effect. (1) Drug 1: C1=CC(=CC=C1CCC2=CNC3=C2C(=O)NC(=N3)N)C(=O)NC(CCC(=O)O)C(=O)O. Drug 2: C(CCl)NC(=O)N(CCCl)N=O. Cell line: UACC62. Synergy scores: CSS=14.7, Synergy_ZIP=-1.92, Synergy_Bliss=4.75, Synergy_Loewe=0.693, Synergy_HSA=4.83. (2) Drug 1: COC1=CC(=CC(=C1O)OC)C2C3C(COC3=O)C(C4=CC5=C(C=C24)OCO5)OC6C(C(C7C(O6)COC(O7)C8=CC=CS8)O)O. Drug 2: CC1CCC2CC(C(=CC=CC=CC(CC(C(=O)C(C(C(=CC(C(=O)CC(OC(=O)C3CCCCN3C(=O)C(=O)C1(O2)O)C(C)CC4CCC(C(C4)OC)OCCO)C)C)O)OC)C)C)C)OC. Cell line: MALME-3M. Synergy scores: CSS=39.0, Synergy_ZIP=-0.282, Synergy_Bliss=-0.826, Synergy_Loewe=5.26, Synergy_HSA=5.94. (3) Drug 1: C1=CC(=CC=C1CCC2=CNC3=C2C(=O)NC(=N3)N)C(=O)NC(CCC(=O)O)C(=O)O. Drug 2: COCCOC1=C(C=C2C(=C1)C(=NC=N2)NC3=CC=CC(=C3)C#C)OCCOC.Cl. Cell line: SK-OV-3. Synergy scores: CSS=30.8, Synergy_ZIP=-3.02, Synergy_Bliss=-4.36, Synergy_Loewe=-4.26, Synergy_HSA=-2.41. (4) Drug 1: CCCS(=O)(=O)NC1=C(C(=C(C=C1)F)C(=O)C2=CNC3=C2C=C(C=N3)C4=CC=C(C=C4)Cl)F. Drug 2: CCCCC(=O)OCC(=O)C1(CC(C2=C(C1)C(=C3C(=C2O)C(=O)C4=C(C3=O)C=CC=C4OC)O)OC5CC(C(C(O5)C)O)NC(=O)C(F)(F)F)O. Cell line: HCT-15. Synergy scores: CSS=-0.499, Synergy_ZIP=2.69, Synergy_Bliss=0.274, Synergy_Loewe=-0.690, Synergy_HSA=-2.49. (5) Drug 1: C1=C(C(=O)NC(=O)N1)F. Drug 2: C1=NC2=C(N=C(N=C2N1C3C(C(C(O3)CO)O)O)F)N. Cell line: LOX IMVI. Synergy scores: CSS=33.4, Synergy_ZIP=5.85, Synergy_Bliss=-2.54, Synergy_Loewe=-8.86, Synergy_HSA=-4.38. (6) Drug 1: CC1C(C(CC(O1)OC2CC(CC3=C2C(=C4C(=C3O)C(=O)C5=C(C4=O)C(=CC=C5)OC)O)(C(=O)C)O)N)O.Cl. Drug 2: C1=NC2=C(N1)C(=S)N=C(N2)N. Cell line: NCI-H460. Synergy scores: CSS=67.7, Synergy_ZIP=-2.96, Synergy_Bliss=-2.82, Synergy_Loewe=-1.37, Synergy_HSA=1.26. (7) Drug 1: CC1OCC2C(O1)C(C(C(O2)OC3C4COC(=O)C4C(C5=CC6=C(C=C35)OCO6)C7=CC(=C(C(=C7)OC)O)OC)O)O. Drug 2: CC1=C2C(C(=O)C3(C(CC4C(C3C(C(C2(C)C)(CC1OC(=O)C(C(C5=CC=CC=C5)NC(=O)C6=CC=CC=C6)O)O)OC(=O)C7=CC=CC=C7)(CO4)OC(=O)C)O)C)OC(=O)C. Cell line: CAKI-1. Synergy scores: CSS=51.5, Synergy_ZIP=-7.80, Synergy_Bliss=-6.70, Synergy_Loewe=-10.0, Synergy_HSA=-0.779. (8) Drug 1: CN1CCC(CC1)COC2=C(C=C3C(=C2)N=CN=C3NC4=C(C=C(C=C4)Br)F)OC. Drug 2: C1CCC(CC1)NC(=O)N(CCCl)N=O. Cell line: T-47D. Synergy scores: CSS=13.9, Synergy_ZIP=-2.92, Synergy_Bliss=6.84, Synergy_Loewe=5.19, Synergy_HSA=7.62.